Dataset: Full USPTO retrosynthesis dataset with 1.9M reactions from patents (1976-2016). Task: Predict the reactants needed to synthesize the given product. (1) Given the product [Cl:1][C:2]1[C:11]2[C:6](=[CH:7][CH:8]=[C:9]([CH:12]([C:14]3[N:41]([CH3:40])[CH:42]=[N:43][CH:19]=3)[OH:13])[CH:10]=2)[N:5]=[C:4]([O:22][CH3:23])[C:3]=1[CH2:24][C:25]1[CH:30]=[CH:29][C:28]([C:31]([F:32])([F:33])[F:34])=[CH:27][CH:26]=1, predict the reactants needed to synthesize it. The reactants are: [Cl:1][C:2]1[C:11]2[C:6](=[CH:7][CH:8]=[C:9]([CH:12]([C:14]3C(C)=NC(C)=C[CH:19]=3)[OH:13])[CH:10]=2)[N:5]=[C:4]([O:22][CH3:23])[C:3]=1[CH2:24][C:25]1[CH:30]=[CH:29][C:28]([C:31]([F:34])([F:33])[F:32])=[CH:27][CH:26]=1.[Li]CCCC.[CH3:40][N:41]1C(C=O)=C[N:43]=[CH:42]1.C(=O)=O. (2) Given the product [NH2:8][C:9]1[N:10]=[CH:11][C:12]([C:15]2[N:23]=[C:22]3[C:18]([N:19]=[CH:20][N:21]3[CH2:24][CH2:25][C:26]([N:35]3[CH2:39][CH2:38][C@H:37]([OH:40])[CH2:36]3)=[O:27])=[C:17]([N:29]3[CH2:34][CH2:33][O:32][CH2:31][CH2:30]3)[N:16]=2)=[CH:13][N:14]=1, predict the reactants needed to synthesize it. The reactants are: C(OC([NH:8][C:9]1[N:14]=[CH:13][C:12]([C:15]2[N:23]=[C:22]3[C:18]([N:19]=[CH:20][N:21]3[CH2:24][CH2:25][C:26](O)=[O:27])=[C:17]([N:29]3[CH2:34][CH2:33][O:32][CH2:31][CH2:30]3)[N:16]=2)=[CH:11][N:10]=1)=O)(C)(C)C.[NH:35]1[CH2:39][CH2:38][C@H:37]([OH:40])[CH2:36]1. (3) Given the product [F:12][C:4]1[C:5]([C:8]([OH:11])([CH3:10])[CH3:9])=[N:6][CH:7]=[C:2]([B:16]2[O:17][C:18]([CH3:20])([CH3:19])[C:14]([CH3:30])([CH3:13])[O:15]2)[CH:3]=1, predict the reactants needed to synthesize it. The reactants are: Br[C:2]1[CH:3]=[C:4]([F:12])[C:5]([C:8]([OH:11])([CH3:10])[CH3:9])=[N:6][CH:7]=1.[CH3:13][C:14]1([CH3:30])[C:18]([CH3:20])([CH3:19])[O:17][B:16]([B:16]2[O:17][C:18]([CH3:20])([CH3:19])[C:14]([CH3:30])([CH3:13])[O:15]2)[O:15]1.C([O-])(=O)C.[K+].C(Cl)Cl. (4) The reactants are: C(OC([N:8]1[CH2:13][CH2:12][N:11]([C:14]2[CH:15]=[CH:16][CH:17]=[C:18]3[C:22]=2[N:21]([CH3:23])[CH:20]=[C:19]3[S:24]([C:27]2[CH:32]=[CH:31][CH:30]=[C:29]([Cl:33])[CH:28]=2)(=[O:26])=[O:25])[CH2:10][CH2:9]1)=O)(C)(C)C.Cl. Given the product [ClH:33].[Cl:33][C:29]1[CH:28]=[C:27]([S:24]([C:19]2[C:18]3[C:22](=[C:14]([N:11]4[CH2:10][CH2:9][NH:8][CH2:13][CH2:12]4)[CH:15]=[CH:16][CH:17]=3)[N:21]([CH3:23])[CH:20]=2)(=[O:26])=[O:25])[CH:32]=[CH:31][CH:30]=1, predict the reactants needed to synthesize it.